From a dataset of Experimentally validated miRNA-target interactions with 360,000+ pairs, plus equal number of negative samples. Binary Classification. Given a miRNA mature sequence and a target amino acid sequence, predict their likelihood of interaction. (1) The miRNA is hsa-miR-548c-3p with sequence CAAAAAUCUCAAUUACUUUUGC. The protein sequence of the target gene is MVVSAGPWSSEKAEMNILEINEKLRPQLAENKQQFRNLKERCFLTQLAGFLANRQKKYKYEECKDLIKFMLRNERQFKEEKLAEQLKQAEELRQYKVLVHSQERELTQLREKLREGRDASRSLNEHLQALLTPDEPDKSQGQDLQEQLAEGCRLAQQLVQKLSPENDEDEDEDVQVEEDEKVLESSAPREVQKAEESKVPEDSLEECAITCSNSHGPCDSIQPHKNIKITFEEDKVNSTVVVDRKSSHDECQDALNILPVPGPTSSATNVSMVVSAGPLSSEKAEMNILEINEKLRPQLA.... Result: 1 (interaction). (2) The miRNA is hsa-miR-92b-3p with sequence UAUUGCACUCGUCCCGGCCUCC. The protein sequence of the target gene is MAVGKNKRLTKGGKKGAKKKVVDPFSKKDWYDVKAPAMFNIRNIGKTLVTRTQGTKIASDGLKGRVFEVSLADLQNDEVAFRKFKLITEDVQGKNCLTNFHGMDLTRDKMCSMVKKWQTMIEAHVDVKTTDGYLLRLFCVGFTKKRNNQIRKTSYAQHQQVRQIRKKMMEIMTREVQTNDLKEVVNKLIPDSIGKDIEKACQSIYPLHDVFVRKVKMLKKPKFELGKLMELHGEGSSSGKATGDETGAKVERADGYEPPVQESV. Result: 1 (interaction). (3) The miRNA is cel-miR-261 with sequence UAGCUUUUUAGUUUUCACG. The protein sequence of the target gene is MDFSRQSFHRSLSSSSQGPALSMSGSLYRKGTVQRLGAAPSVYGGAGGHGTRISVSKAVMSYGGDLSNGSDLFGGNGKLAMQNLNDRLANYLEKVRSLEQSNSRLEAQIKQWYETNAPSTIRDYSSYYAQIKELQNQVKDAQVQNAQCVLRIDNAKLAAEDFRLKFETERGMRIAVEADLQGLSKVYDNLTLQKTDLEIQIEELNKDLALLKKEHQEEVEVLRRQLGNNVNVEVDAAPGLNLGEIMNEMRQRYEVLAQKNLQEAKEQFERQSQTLQQQVTVNTEELKGFEVQVTELRRTY.... Result: 0 (no interaction). (4) The miRNA is hsa-miR-3907 with sequence AGGUGCUCCAGGCUGGCUCACA. The protein sequence of the target gene is MEAKDQKKHRKKNSGPKAAKKKKRLLQDLQLGDEEDARKRNPKAFAVQSAVRMARSFHRTQDLKTKKHHIPVVDRTPLEPPPIVVVVMGPPKVGKSTLIQCLIRNFTRQKLTEIRGPVTIVSGKKRRLTIIECGCDINMMIDLAKVADLVLMLIDASFGFEMETFEFLNICQVHGFPKIMGVLTHLDSFKHNKQLKKTKKRLKHRFWTEVYPGAKLFYLSGMVHGEYQNQEIHNLGRFITVMKFRPLTWQTSHPYILADRMEDLTNPEDIRTNIKCDRKVSLYGYLRGAHLKNKSQIHMP.... Result: 1 (interaction).